From a dataset of Forward reaction prediction with 1.9M reactions from USPTO patents (1976-2016). Predict the product of the given reaction. (1) The product is: [C:1]([CH:3]1[CH2:6][N:5]([C:7](=[O:31])[C@H:8]([NH:10][C:11]([C:13]2[C:21]3[C:16](=[N:17][CH:18]=[C:19]([C:74]4[CH:73]=[C:72]([C:67]5[CH2:71][CH2:70][CH2:69][CH:68]=5)[CH:77]=[CH:76][N:75]=4)[N:20]=3)[NH:15][CH:14]=2)=[O:12])[CH3:9])[CH2:4]1)#[N:2]. Given the reactants [C:1]([CH:3]1[CH2:6][N:5]([C:7](=[O:31])[C@H:8]([NH:10][C:11]([C:13]2[C:21]3[C:16](=[N:17][CH:18]=[C:19](Br)[N:20]=3)[N:15](COCC[Si](C)(C)C)[CH:14]=2)=[O:12])[CH3:9])[CH2:4]1)#[N:2].C(C1CCN(C(=O)[C@H](NC(C2C3C(=NC=C(Br)N=3)N(COCC[Si](C)(C)C)C=2)=O)C2CC2)CC1)#N.[C:67]1([C:72]2[CH:77]=[CH:76][N:75]=[C:74]([Sn](CCCC)(CCCC)CCCC)[CH:73]=2)[CH2:71][CH2:70][CH2:69][CH:68]=1.C(C1C=CN=C([Sn](CCCC)(CCCC)CCCC)C=1)(C)(C)C, predict the reaction product. (2) Given the reactants [NH2:1][C:2]1[N:7]=[C:6]([C:8]([NH:10][C@@H:11]([C:19]2[CH:24]=[CH:23][C:22]([O:25][C:26]([F:29])([F:28])[F:27])=[C:21]([F:30])[CH:20]=2)[C:12]2[C:17]([F:18])=[CH:16][CH:15]=[CH:14][N:13]=2)=[O:9])[CH:5]=[CH:4][C:3]=1[OH:31].Cl[C:33](Cl)([O:35]C(=O)OC(Cl)(Cl)Cl)Cl.CCOC(C)=O, predict the reaction product. The product is: [F:30][C:21]1[CH:20]=[C:19]([C@@H:11]([C:12]2[C:17]([F:18])=[CH:16][CH:15]=[CH:14][N:13]=2)[NH:10][C:8]([C:6]2[N:7]=[C:2]3[NH:1][C:33](=[O:35])[O:31][C:3]3=[CH:4][CH:5]=2)=[O:9])[CH:24]=[CH:23][C:22]=1[O:25][C:26]([F:29])([F:27])[F:28]. (3) Given the reactants [Cl:1][C:2]1[CH:7]=[CH:6][C:5]([C:8]2[C:9]([O:17][CH2:18][C:19]([F:22])([F:21])[F:20])=[N:10][CH:11]=[C:12]([CH:16]=2)[C:13]([OH:15])=O)=[C:4]([F:23])[CH:3]=1.[F:24][C:25]([F:34])([F:33])[C:26]1[N:30]=[C:29]([CH2:31][NH2:32])[O:28][N:27]=1, predict the reaction product. The product is: [Cl:1][C:2]1[CH:7]=[CH:6][C:5]([C:8]2[C:9]([O:17][CH2:18][C:19]([F:21])([F:20])[F:22])=[N:10][CH:11]=[C:12]([CH:16]=2)[C:13]([NH:32][CH2:31][C:29]2[O:28][N:27]=[C:26]([C:25]([F:34])([F:33])[F:24])[N:30]=2)=[O:15])=[C:4]([F:23])[CH:3]=1. (4) Given the reactants [CH2:1]([O:8][C:9]1[CH:10]=[CH:11][C:12]2=[C:13]([CH:21]=1)[O:14][CH2:15][CH2:16][C:17]([CH2:19]O)=[CH:18]2)[C:2]1[CH:7]=[CH:6][CH:5]=[CH:4][CH:3]=1.[CH3:22][CH2:23][O:24][C:25]([CH3:27])=[O:26], predict the reaction product. The product is: [CH2:1]([O:8][C:9]1[CH:10]=[CH:11][C:12]2[CH:18]([CH2:27][C:25]([O:24][CH2:23][CH3:22])=[O:26])[C:17](=[CH2:19])[CH2:16][CH2:15][O:14][C:13]=2[CH:21]=1)[C:2]1[CH:7]=[CH:6][CH:5]=[CH:4][CH:3]=1. (5) Given the reactants [Br:1][C:2]1[C:7]([Cl:8])=[CH:6][CH:5]=[CH:4][N:3]=1.[B:9]1([B:9]2[O:13][C:12]([CH3:15])([CH3:14])[C:11]([CH3:17])([CH3:16])[O:10]2)[O:13][C:12]([CH3:15])([CH3:14])[C:11]([CH3:17])([CH3:16])[O:10]1, predict the reaction product. The product is: [Br:1][C:2]1[C:7]([Cl:8])=[CH:6][C:5]([B:9]2[O:13][C:12]([CH3:15])([CH3:14])[C:11]([CH3:17])([CH3:16])[O:10]2)=[CH:4][N:3]=1. (6) Given the reactants Cl[C:2]1[CH:3]=[C:4]([CH:20]=[CH:21][N:22]=1)[C:5]([NH:7][C:8]1[CH:9]=[N:10][CH:11]=[CH:12][C:13]=1[C:14]1[CH:19]=[CH:18][CH:17]=[CH:16][CH:15]=1)=[O:6].[N:23]1[CH:28]=[CH:27][CH:26]=[CH:25][C:24]=1[NH2:29].C([O-])([O-])=O.[Cs+].[Cs+].CC1(C)C2C(=C(P(C3C=CC=CC=3)C3C=CC=CC=3)C=CC=2)OC2C(P(C3C=CC=CC=3)C3C=CC=CC=3)=CC=CC1=2, predict the reaction product. The product is: [C:14]1([C:13]2[CH:12]=[CH:11][N:10]=[CH:9][C:8]=2[NH:7][C:5](=[O:6])[C:4]2[CH:20]=[CH:21][N:22]=[C:2]([NH:29][C:24]3[CH:25]=[CH:26][CH:27]=[CH:28][N:23]=3)[CH:3]=2)[CH:19]=[CH:18][CH:17]=[CH:16][CH:15]=1. (7) Given the reactants [CH3:1][CH:2]([CH3:21])[CH:3]([C:11]1[CH:20]=[CH:19][C:14]([C:15]([O:17]C)=[O:16])=[CH:13][CH:12]=1)[O:4][C:5]1[CH:10]=[CH:9][CH:8]=[CH:7][CH:6]=1.O.[OH-].[Li+].O1CCCC1.CO, predict the reaction product. The product is: [CH3:1][CH:2]([CH3:21])[CH:3]([C:11]1[CH:12]=[CH:13][C:14]([C:15]([OH:17])=[O:16])=[CH:19][CH:20]=1)[O:4][C:5]1[CH:6]=[CH:7][CH:8]=[CH:9][CH:10]=1. (8) The product is: [Cl:11][C:12]1[CH:13]=[C:14]([C@@H:18]2[C@@H:23]([C:24]3[CH:25]=[CH:26][C:27]([Cl:30])=[CH:28][CH:29]=3)[N:22]([CH2:31][C:32]3[CH:37]=[CH:36][C:35]([O:38][CH3:39])=[CH:34][C:33]=3[O:40][CH3:41])[C:21](=[O:42])[C:20]([CH3:43])([C:49]([O:51][CH3:52])=[O:50])[CH2:19]2)[CH:15]=[CH:16][CH:17]=1. Given the reactants [Li+].C[Si]([N-][Si](C)(C)C)(C)C.[Cl:11][C:12]1[CH:13]=[C:14]([C@@H:18]2[C@@H:23]([C:24]3[CH:29]=[CH:28][C:27]([Cl:30])=[CH:26][CH:25]=3)[N:22]([CH2:31][C:32]3[CH:37]=[CH:36][C:35]([O:38][CH3:39])=[CH:34][C:33]=3[O:40][CH3:41])[C:21](=[O:42])[CH:20]([CH3:43])[CH2:19]2)[CH:15]=[CH:16][CH:17]=1.[C:49](O[C:49]([O:51][CH3:52])=[O:50])([O:51][CH3:52])=[O:50], predict the reaction product.